Dataset: Peptide-MHC class II binding affinity with 134,281 pairs from IEDB. Task: Regression. Given a peptide amino acid sequence and an MHC pseudo amino acid sequence, predict their binding affinity value. This is MHC class II binding data. (1) The peptide sequence is AEKFKEDVINDFVSS. The MHC is DRB1_1201 with pseudo-sequence DRB1_1201. The binding affinity (normalized) is 0.355. (2) The peptide sequence is GELQIVDKIDPAFKI. The MHC is DRB1_1101 with pseudo-sequence DRB1_1101. The binding affinity (normalized) is 0.595. (3) The peptide sequence is YPFIEQEGPEFFDQE. The MHC is HLA-DQA10101-DQB10501 with pseudo-sequence HLA-DQA10101-DQB10501. The binding affinity (normalized) is 0.396. (4) The peptide sequence is AFIGDGDNLFPKV. The MHC is DRB3_0101 with pseudo-sequence DRB3_0101. The binding affinity (normalized) is 0.812.